From a dataset of Peptide-MHC class II binding affinity with 134,281 pairs from IEDB. Regression. Given a peptide amino acid sequence and an MHC pseudo amino acid sequence, predict their binding affinity value. This is MHC class II binding data. (1) The peptide sequence is GCGSCFEIKCTKPEA. The MHC is HLA-DQA10102-DQB10502 with pseudo-sequence HLA-DQA10102-DQB10502. The binding affinity (normalized) is 0. (2) The peptide sequence is FPPNGTHSWEYWGAQ. The MHC is HLA-DPA10301-DPB10402 with pseudo-sequence HLA-DPA10301-DPB10402. The binding affinity (normalized) is 0.0404. (3) The peptide sequence is QKWDATATELNNALQ. The MHC is HLA-DQA10501-DQB10301 with pseudo-sequence HLA-DQA10501-DQB10301. The binding affinity (normalized) is 0.112. (4) The peptide sequence is IGSFFYFPSIGMQRT. The MHC is DRB1_0802 with pseudo-sequence DRB1_0802. The binding affinity (normalized) is 1.00. (5) The MHC is DRB3_0101 with pseudo-sequence DRB3_0101. The binding affinity (normalized) is 0.683. The peptide sequence is AFIDDGDNLFPKV. (6) The peptide sequence is KKFILATDIAEMGANLC. The MHC is DRB1_1301 with pseudo-sequence DRB1_1301. The binding affinity (normalized) is 0. (7) The peptide sequence is RELWWVFYAAD. The MHC is HLA-DQA10501-DQB10301 with pseudo-sequence HLA-DQA10501-DQB10301. The binding affinity (normalized) is 0.343. (8) The peptide sequence is FKAAVAAAAGAPPAD. The MHC is DRB1_0404 with pseudo-sequence DRB1_0404. The binding affinity (normalized) is 0.341. (9) The peptide sequence is SVTIKLDGNLLSSND. The MHC is HLA-DPA10103-DPB10301 with pseudo-sequence HLA-DPA10103-DPB10301. The binding affinity (normalized) is 0.202. (10) The peptide sequence is NLARTISEAGQAMAS. The MHC is DRB1_0101 with pseudo-sequence DRB1_0101. The binding affinity (normalized) is 0.392.